From a dataset of Reaction yield outcomes from USPTO patents with 853,638 reactions. Predict the reaction yield, written as a fraction of the theoretical maximum amount of product (1.0 means a 100% yield; for example, 0.34 means a 34% yield). (1) The reactants are CC([O-:5])(C)C.[K+].[C:7]1([CH:13]([C:15]([CH:17]2[CH2:22][CH2:21][CH2:20][CH2:19][CH2:18]2)=O)[CH3:14])[CH:12]=[CH:11][CH:10]=[CH:9][CH:8]=1.[CH2:23](Br)[CH:24]=[CH2:25]. The catalyst is C1COCC1. The product is [C:7]1([C:13]2([CH3:14])[CH2:15][CH:17]([C:22](=[O:5])[CH:21]=[CH:20][CH2:19][CH3:18])[CH2:25][CH2:24][CH2:23]2)[CH:8]=[CH:9][CH:10]=[CH:11][CH:12]=1. The yield is 0.916. (2) The yield is 0.221. The reactants are [CH2:1]([O:3][C:4]([C:6]1[CH2:10][CH2:9][CH2:8][C:7]=1[NH:11][CH3:12])=[O:5])[CH3:2].C(O[BH-](OC(=O)C)OC(=O)C)(=O)C.[Na+]. The product is [CH2:1]([O:3][C:4]([CH:6]1[CH2:10][CH2:9][CH2:8][CH:7]1[NH:11][CH3:12])=[O:5])[CH3:2]. The catalyst is C(O)(=O)C. (3) The reactants are [CH2:1]([OH:14])[CH2:2][CH2:3][CH2:4][CH2:5][CH2:6][CH2:7][CH2:8][CH2:9][CH2:10][CH2:11][CH2:12][OH:13].C1COCC1.CN(C=O)C.[H-].[Na+].[CH:27]1[CH:32]=[CH:31][C:30]([CH2:33]Br)=[CH:29][CH:28]=1. The catalyst is CN(C=O)C.O. The product is [CH2:33]([O:14][CH2:1][CH2:2][CH2:3][CH2:4][CH2:5][CH2:6][CH2:7][CH2:8][CH2:9][CH2:10][CH2:11][CH2:12][OH:13])[C:30]1[CH:31]=[CH:32][CH:27]=[CH:28][CH:29]=1. The yield is 0.500. (4) The reactants are C([C:4]1SC(N2CCN(CC3C=CC(C(N4CCCCC4)=O)=CC=3)C2=O)=[N:6][C:5]=1C)(=O)C.[C:31]([C:34]1[S:38][C:37]([N:39]2[CH2:43][CH2:42][N:41]([CH2:44][C:45]3[CH:46]=[C:47]([CH:52]=[CH:53][CH:54]=3)[C:48]([NH:50][CH3:51])=[O:49])[C:40]2=[O:55])=[N:36][C:35]=1[CH3:56])(=O)[CH3:32].COC(OC)([N:61](C)C)C.O.NN. No catalyst specified. The product is [CH3:51][NH:50][C:48](=[O:49])[C:47]1[CH:52]=[CH:53][CH:54]=[C:45]([CH2:44][N:41]2[CH2:42][CH2:43][N:39]([C:37]3[S:38][C:34]([C:31]4[NH:61][N:6]=[C:5]([CH3:4])[CH:32]=4)=[C:35]([CH3:56])[N:36]=3)[C:40]2=[O:55])[CH:46]=1. The yield is 0.540. (5) The reactants are I[C:2]1[CH:3]=[C:4]([C:20]([NH:22][CH2:23][C:24]2[CH:29]=[CH:28][C:27]([S:30]([CH3:33])(=[O:32])=[O:31])=[CH:26][CH:25]=2)=[O:21])[C:5](=[O:19])[N:6]([C:9]2[CH:14]=[CH:13][CH:12]=[C:11]([C:15]([F:18])([F:17])[F:16])[CH:10]=2)[C:7]=1[CH3:8].[Cu][C:35]#[N:36]. The catalyst is CN1C(=O)CCC1. The product is [C:35]([C:2]1[CH:3]=[C:4]([C:20]([NH:22][CH2:23][C:24]2[CH:25]=[CH:26][C:27]([S:30]([CH3:33])(=[O:32])=[O:31])=[CH:28][CH:29]=2)=[O:21])[C:5](=[O:19])[N:6]([C:9]2[CH:14]=[CH:13][CH:12]=[C:11]([C:15]([F:18])([F:17])[F:16])[CH:10]=2)[C:7]=1[CH3:8])#[N:36]. The yield is 0.240. (6) The reactants are [NH2:1][CH2:2][C@H:3]([C:5]1[CH:10]=[CH:9][CH:8]=[CH:7][CH:6]=1)[OH:4].C([O-])([O-])=O.[K+].[K+].[Br:17][C:18]1[CH:19]=[C:20]([CH:25]=[CH:26][C:27]=1[CH2:28]Br)[C:21]([O:23][CH3:24])=[O:22]. The catalyst is CC#N. The product is [Br:17][C:18]1[CH:19]=[C:20]([CH:25]=[CH:26][C:27]=1[CH2:28][NH:1][CH2:2][C@@H:3]([OH:4])[C:5]1[CH:10]=[CH:9][CH:8]=[CH:7][CH:6]=1)[C:21]([O:23][CH3:24])=[O:22]. The yield is 0.450. (7) The reactants are [Cl:1][C:2]1[O:6][C:5]([CH2:7][C:8](OC)=[O:9])=[C:4]([C:12](OC)=[O:13])[CH:3]=1.[AlH4-].[Li+].C1COCC1. The catalyst is CCOCC. The product is [Cl:1][C:2]1[O:6][C:5]([CH2:7][CH2:8][OH:9])=[C:4]([CH2:12][OH:13])[CH:3]=1. The yield is 0.650.